Dataset: Full USPTO retrosynthesis dataset with 1.9M reactions from patents (1976-2016). Task: Predict the reactants needed to synthesize the given product. (1) Given the product [C:1]([NH:5][C:6]([C:8]1[C:16]2[C:11](=[N:12][CH:13]=[C:14]([NH:17][C:18]3[S:22][N:21]=[C:20]([CH3:23])[CH:19]=3)[N:15]=2)[NH:10][CH:9]=1)=[O:7])([CH3:4])([CH3:3])[CH3:2], predict the reactants needed to synthesize it. The reactants are: [C:1]([NH:5][C:6]([C:8]1[C:16]2[C:11](=[N:12][CH:13]=[C:14]([NH:17][C:18]3[S:22][N:21]=[C:20]([CH3:23])[CH:19]=3)[N:15]=2)[N:10](COCC[Si](C)(C)C)[CH:9]=1)=[O:7])([CH3:4])([CH3:3])[CH3:2].FC(F)(F)C(O)=O. (2) Given the product [Cl:33][C:30]1[CH:31]=[CH:32][C:27]([C:26]([NH2:25])=[O:34])=[CH:28][CH:29]=1, predict the reactants needed to synthesize it. The reactants are: C(OC(=O)N(CC1C=CC2N(C3CCCN(C(=O)C(C#N)=CC(N)(C)C)C3)C([NH:25][C:26](=[O:34])[C:27]3[CH:32]=[CH:31][C:30]([Cl:33])=[CH:29][CH:28]=3)=NC=2C=1)[C@H](C(C)(C)C)C)C1C=CC=CC=1.Br. (3) Given the product [CH3:57][CH2:58][O:59][C:60]([C@@H:62]([NH:71][C@H:72]([C:74]([N:76]1[C@H:83]([C:84]([OH:86])=[O:85])[CH2:82][C@H:81]2[C@@H:77]1[CH2:78][CH2:79][CH2:80]2)=[O:75])[CH3:73])[CH2:63][CH2:64][C:65]1[CH:70]=[CH:69][CH:68]=[CH:67][CH:66]=1)=[O:61].[CH3:1][CH2:2][O:3][C:4]([C:6]1[CH:11]([C:12]2[CH:13]=[CH:14][CH:15]=[CH:16][C:17]=2[Cl:18])[C:10]([C:19]([O:21][CH3:22])=[O:20])=[C:9]([CH3:23])[NH:8][C:7]=1[CH2:24][O:25][CH2:26][CH2:27][NH2:28])=[O:5], predict the reactants needed to synthesize it. The reactants are: [CH3:1][CH2:2][O:3][C:4]([C:6]1[C@H:11]([C:12]2[C:17]([Cl:18])=[CH:16][CH:15]=[CH:14][CH:13]=2)[C:10]([C:19]([O:21][CH3:22])=[O:20])=[C:9]([CH3:23])[NH:8][C:7]=1[CH2:24][O:25][CH2:26][CH2:27][NH2:28])=[O:5].CCOC(C1C(C2C=CC=CC=2Cl)C(C(OC)=O)=C(C)NC=1COCCN)=O.[CH3:57][CH2:58][O:59][C:60]([C@@H:62]([NH:71][C@H:72]([C:74]([N:76]1[C@H:83]([C:84]([OH:86])=[O:85])[CH2:82][C@H:81]2[C@@H:77]1[CH2:78][CH2:79][CH2:80]2)=[O:75])[CH3:73])[CH2:63][CH2:64][C:65]1[CH:66]=[CH:67][CH:68]=[CH:69][CH:70]=1)=[O:61]. (4) Given the product [CH:8]1[N:12]=[CH:11][N:10]([CH2:13][C:14]([P:16]([O-:19])([OH:18])=[O:17])([P:20]([O-:22])([OH:23])=[O:21])[OH:15])[CH:9]=1.[OH2:7].[OH2:1].[OH2:7].[OH2:7].[Na+:2].[Na+:2], predict the reactants needed to synthesize it. The reactants are: [OH-:1].[Na+:2].CN(C=[O:7])C.[CH:8]1[N:12]=[CH:11][N:10]([CH2:13][C:14]([P:20]([OH:23])([OH:22])=[O:21])([P:16]([OH:19])([OH:18])=[O:17])[OH:15])[CH:9]=1. (5) Given the product [C:1]([C:5]1[CH:6]=[C:7]([B:19]([OH:22])[OH:20])[CH:8]=[CH:9][C:10]=1[O:11][CH3:12])([CH3:4])([CH3:3])[CH3:2], predict the reactants needed to synthesize it. The reactants are: [C:1]([C:5]1[CH:6]=[C:7](Br)[CH:8]=[CH:9][C:10]=1[O:11][CH3:12])([CH3:4])([CH3:3])[CH3:2].C([Li])CCC.[B:19](OC)([O:22]C)[O:20]C.Cl. (6) Given the product [NH2:14][C:11]1[C:10]2[C:15]([CH2:18][O:19][C:20]3[CH:25]=[CH:24][CH:23]=[C:22]([O:26][CH2:27][C:28]4[CH:33]=[CH:32][C:31]([C:34]#[N:35])=[CH:30][CH:29]=4)[CH:21]=3)=[CH:16][S:17][C:9]=2[C:8]([C:6]([OH:7])=[O:5])=[CH:13][N:12]=1, predict the reactants needed to synthesize it. The reactants are: [OH-].[Na+].C([O:5][C:6]([C:8]1[C:9]2[S:17][CH:16]=[C:15]([CH2:18][O:19][C:20]3[CH:25]=[CH:24][CH:23]=[C:22]([O:26][CH2:27][C:28]4[CH:33]=[CH:32][C:31]([C:34]#[N:35])=[CH:30][CH:29]=4)[CH:21]=3)[C:10]=2[C:11]([NH2:14])=[N:12][CH:13]=1)=[O:7])C. (7) Given the product [Br:1][C:2]1[CH:7]=[CH:6][C:5]([CH:8]([CH2:20][CH:21]([CH3:23])[CH3:22])[CH2:9]/[C:10](/[C:12]2[CH:13]=[CH:14][C:15](=[O:19])[N:16]([CH3:18])[CH:17]=2)=[N:25]\[OH:26])=[CH:4][CH:3]=1, predict the reactants needed to synthesize it. The reactants are: [Br:1][C:2]1[CH:7]=[CH:6][C:5]([CH:8]([CH2:20][CH:21]([CH3:23])[CH3:22])[CH2:9][C:10]([C:12]2[CH:13]=[CH:14][C:15](=[O:19])[N:16]([CH3:18])[CH:17]=2)=O)=[CH:4][CH:3]=1.Cl.[NH2:25][OH:26].C([O-])(O)=O.[Na+]. (8) Given the product [N:21]1([S:10]([C:7]2[CH:8]=[CH:9][C:4]([C:1](=[O:3])[CH3:2])=[CH:5][CH:6]=2)(=[O:12])=[O:11])[CH2:26][CH2:25][O:24][CH2:23][CH2:22]1, predict the reactants needed to synthesize it. The reactants are: [C:1]([C:4]1[CH:9]=[CH:8][C:7]([S:10](Cl)(=[O:12])=[O:11])=[CH:6][CH:5]=1)(=[O:3])[CH3:2].CCN(CC)CC.[NH:21]1[CH2:26][CH2:25][O:24][CH2:23][CH2:22]1. (9) Given the product [NH2:1][C@H:2]1[CH2:7][CH2:6][CH2:5][CH2:4][C@H:3]1[NH:8][C:9]1[N:10]=[C:11]([NH:17][C:18]2[CH:23]=[CH:22][CH:21]=[C:20]([C:24]3[N:29]=[CH:28][CH:27]=[CH:26][N:25]=3)[CH:19]=2)[C:12]([C:15]([NH2:16])=[O:36])=[N:13][CH:14]=1, predict the reactants needed to synthesize it. The reactants are: [NH2:1][C@H:2]1[CH2:7][CH2:6][CH2:5][CH2:4][C@H:3]1[NH:8][C:9]1[N:10]=[C:11]([NH:17][C:18]2[CH:23]=[CH:22][CH:21]=[C:20]([C:24]3[N:29]=[CH:28][CH:27]=[CH:26][N:25]=3)[CH:19]=2)[C:12]([C:15]#[N:16])=[N:13][CH:14]=1.[OH-].[Na+].OO.CC(O)=[O:36]. (10) Given the product [CH3:26][C:25]([C:12]1[CH:11]=[C:10]([CH2:9][O:8][C:4]2[CH:3]=[C:2]([CH2:40][CH2:39][C:38]([O:37][CH3:35])=[O:42])[CH:7]=[CH:6][N:5]=2)[CH:15]=[CH:14][C:13]=1[C:16]1[CH:21]=[C:20]([O:22][CH3:23])[CH:19]=[CH:18][C:17]=1[F:24])([CH3:28])[CH3:27], predict the reactants needed to synthesize it. The reactants are: Br[C:2]1[CH:7]=[CH:6][N:5]=[C:4]([O:8][CH2:9][C:10]2[CH:15]=[CH:14][C:13]([C:16]3[CH:21]=[C:20]([O:22][CH3:23])[CH:19]=[CH:18][C:17]=3[F:24])=[C:12]([C:25]([CH3:28])([CH3:27])[CH3:26])[CH:11]=2)[CH:3]=1.C1COCC1.[Br-].[CH2:35]([O:37][C:38](=[O:42])[CH2:39][CH2:40][Zn+])C.